Dataset: Full USPTO retrosynthesis dataset with 1.9M reactions from patents (1976-2016). Task: Predict the reactants needed to synthesize the given product. (1) Given the product [Si:21]([O:1][CH2:2][CH2:3][CH2:4][N:5]1[C:9](=[O:10])[C:8]2[C:7](=[CH:14][CH:13]=[CH:12][CH:11]=2)[C:6]1=[O:15])([C:24]([CH3:27])([CH3:26])[CH3:25])([CH3:23])[CH3:22], predict the reactants needed to synthesize it. The reactants are: [OH:1][CH2:2][CH2:3][CH2:4][N:5]1[C:9](=[O:10])[C:8]2=[CH:11][CH:12]=[CH:13][CH:14]=[C:7]2[C:6]1=[O:15].N1C=CN=C1.[Si:21](Cl)([C:24]([CH3:27])([CH3:26])[CH3:25])([CH3:23])[CH3:22]. (2) Given the product [CH3:1][C:2]1([CH3:9])[CH2:5][CH:4]([C:6]([NH2:16])=[O:7])[CH2:3]1, predict the reactants needed to synthesize it. The reactants are: [CH3:1][C:2]1([CH3:9])[CH2:5][CH:4]([C:6](O)=[O:7])[CH2:3]1.C(Cl)(=O)C(Cl)=O.[NH4+:16].[OH-]. (3) The reactants are: C(N(CC)CC)C.[Br:8][C:9]1[N:18]=[C:17]([C:19]([NH:21][CH2:22][C:23]2[CH:28]=[CH:27][C:26]([F:29])=[CH:25][C:24]=2[S:30]([N:33]([CH3:35])[CH3:34])(=[O:32])=[O:31])=[O:20])[C:16]([OH:36])=[C:15]2[C:10]=1[CH:11]=[CH:12][CH:13]=[N:14]2.[C:37]1([CH3:47])[CH:42]=[CH:41][C:40]([S:43](Cl)(=[O:45])=[O:44])=[CH:39][CH:38]=1. Given the product [CH3:47][C:37]1[CH:42]=[CH:41][C:40]([S:43]([O:36][C:16]2[C:17]([C:19]([NH:21][CH2:22][C:23]3[CH:28]=[CH:27][C:26]([F:29])=[CH:25][C:24]=3[S:30]([N:33]([CH3:34])[CH3:35])(=[O:32])=[O:31])=[O:20])=[N:18][C:9]([Br:8])=[C:10]3[C:15]=2[N:14]=[CH:13][CH:12]=[CH:11]3)(=[O:45])=[O:44])=[CH:39][CH:38]=1, predict the reactants needed to synthesize it. (4) Given the product [CH2:5]([O:4][C:2]([NH:21][C:19](=[N:20][C:2]([O:4][CH2:5][C:6]1[CH:11]=[CH:10][CH:9]=[CH:8][CH:7]=1)=[O:3])[S:18][CH3:17])=[O:3])[C:6]1[CH:11]=[CH:10][CH:9]=[CH:8][CH:7]=1, predict the reactants needed to synthesize it. The reactants are: Cl[C:2]([O:4][CH2:5][C:6]1[CH:11]=[CH:10][CH:9]=[CH:8][CH:7]=1)=[O:3].S(O)(O)(=O)=O.[CH3:17][S:18][C:19](=[NH:21])[NH2:20]. (5) Given the product [CH2:1]([C:5]1[C:6]([CH3:17])=[C:7]([C:15]#[N:16])[C:8]2[N:9]([CH:12]=[CH:13][N:14]=2)[C:10]=1[Cl:20])[CH2:2][CH2:3][CH3:4], predict the reactants needed to synthesize it. The reactants are: [CH2:1]([C:5]1[C:10](=O)[N:9]2[CH:12]=[CH:13][NH:14][C:8]2=[C:7]([C:15]#[N:16])[C:6]=1[CH3:17])[CH2:2][CH2:3][CH3:4].P(Cl)(Cl)([Cl:20])=O. (6) Given the product [F:11][C:12]1[CH:17]=[CH:16][C:15]([NH:18][C:19](=[O:33])[C:20]2[CH:25]=[C:24]([N:26]3[CH2:27][CH2:28][O:29][CH2:30][CH2:31]3)[CH:23]=[C:22]([F:32])[CH:21]=2)=[CH:14][C:13]=1[N:34]1[C:35](=[O:50])[C:36]2[C:37](=[CH:38][CH:39]=[C:40]([N:42]3[CH2:43][CH2:44][N:45]([CH3:48])[CH2:46][CH2:47]3)[CH:41]=2)[N:49]=[CH:1]1, predict the reactants needed to synthesize it. The reactants are: [CH:1](OCC)(OCC)OCC.[F:11][C:12]1[CH:17]=[CH:16][C:15]([NH:18][C:19](=[O:33])[C:20]2[CH:25]=[C:24]([N:26]3[CH2:31][CH2:30][O:29][CH2:28][CH2:27]3)[CH:23]=[C:22]([F:32])[CH:21]=2)=[CH:14][C:13]=1[NH:34][C:35](=[O:50])[C:36]1[CH:41]=[C:40]([N:42]2[CH2:47][CH2:46][N:45]([CH3:48])[CH2:44][CH2:43]2)[CH:39]=[CH:38][C:37]=1[NH2:49].C(O)(=O)C.